The task is: Binary Classification. Given a miRNA mature sequence and a target amino acid sequence, predict their likelihood of interaction.. This data is from Experimentally validated miRNA-target interactions with 360,000+ pairs, plus equal number of negative samples. The protein sequence of the target gene is MALDLRTIFQCEPSENNLGSENSAFQQSQGPAVQREEGISEFSRMVLNSFQDSNNSYARQELQRLYRIFHSWLQPEKHSKDEIISLLVLEQFMIGGHCNDKASVKEKWKSSGKNLERFIEDLTDDSINPPALVHVHMQGQEALFSEDMPLRDVIVHLTKQVNAQTTREANMGTPSQTSQDTSLETGQGYEDEQDGWNSSSKTTRVNENITNQGNQIVSLIIIQEENGPRPEEGGVSSDNPYNSKRAELVTARSQEGSINGITFQGVPMVMGAGCISQPEQSSPESALTHQSNEGNSTCEV.... The miRNA is mmu-miR-466p-5p with sequence UAUGUGUGUGUACAUGUACAU. Result: 0 (no interaction).